From a dataset of Forward reaction prediction with 1.9M reactions from USPTO patents (1976-2016). Predict the product of the given reaction. (1) Given the reactants [OH:1][C:2]1[CH:7]=[CH:6][CH:5]=[CH:4][C:3]=1[C:8]1[CH:13]=[CH:12][CH:11]=[CH:10][CH:9]=1.[I-].[Na+].[OH-].[Na+].Cl[CH2:19][CH2:20][CH2:21][CH2:22][CH2:23][CH2:24][CH2:25][CH2:26][OH:27], predict the reaction product. The product is: [C:3]1([C:8]2[CH:9]=[CH:10][CH:11]=[CH:12][CH:13]=2)[CH:4]=[CH:5][CH:6]=[CH:7][C:2]=1[O:1][CH2:19][CH2:20][CH2:21][CH2:22][CH2:23][CH2:24][CH2:25][CH2:26][OH:27]. (2) Given the reactants C(Cl)(=O)C(Cl)=O.[F:7][C:8]1[CH:29]=[CH:28][C:11]([CH2:12][C:13]2([CH2:26][OH:27])[CH2:18][CH2:17][N:16]([C:19]([O:21][C:22]([CH3:25])([CH3:24])[CH3:23])=[O:20])[CH2:15][CH2:14]2)=[CH:10][CH:9]=1.C(N(CC)C(C)C)(C)C.Cl, predict the reaction product. The product is: [F:7][C:8]1[CH:29]=[CH:28][C:11]([CH2:12][C:13]2([CH:26]=[O:27])[CH2:14][CH2:15][N:16]([C:19]([O:21][C:22]([CH3:25])([CH3:23])[CH3:24])=[O:20])[CH2:17][CH2:18]2)=[CH:10][CH:9]=1.